Dataset: Forward reaction prediction with 1.9M reactions from USPTO patents (1976-2016). Task: Predict the product of the given reaction. (1) Given the reactants [CH2:1]([O:8][C:9]1[CH:14]=[CH:13][C:12]([Br:15])=[CH:11][C:10]=1[CH2:16][C:17]([OH:19])=O)[C:2]1[CH:7]=[CH:6][CH:5]=[CH:4][CH:3]=1.S(Cl)(Cl)=O.[NH2:24][C:25]1[CH:35]=[CH:34][C:28]([C:29]([O:31][CH2:32][CH3:33])=[O:30])=[CH:27][CH:26]=1.C(N(CC)CC)C, predict the reaction product. The product is: [CH2:1]([O:8][C:9]1[CH:14]=[CH:13][C:12]([Br:15])=[CH:11][C:10]=1[CH2:16][C:17]([NH:24][C:25]1[CH:26]=[CH:27][C:28]([C:29]([O:31][CH2:32][CH3:33])=[O:30])=[CH:34][CH:35]=1)=[O:19])[C:2]1[CH:3]=[CH:4][CH:5]=[CH:6][CH:7]=1. (2) The product is: [Br:1][C:2]1[CH:18]=[C:6]([C:7](=[O:8])[NH:9][C:10]2[CH:15]=[CH:14][C:13]([F:16])=[CH:12][C:11]=2[F:17])[C:5]([NH:37][C:34]2[CH:35]=[CH:36][C:31]([O:30][C:29]3[CH:28]=[CH:27][N:26]=[C:25]([C:73]([NH2:69])=[O:74])[CH:24]=3)=[C:32]([F:55])[CH:33]=2)=[N:4][CH:3]=1. Given the reactants [Br:1][C:2]1[CH:3]=[N:4][C:5](Cl)=[C:6]([CH:18]=1)[C:7]([NH:9][C:10]1[CH:15]=[CH:14][C:13]([F:16])=[CH:12][C:11]=1[F:17])=[O:8].Cl.N1[C:25]2=[N:26][CH:27]=[CH:28][C:29]([O:30][C:31]3[CH:36]=[CH:35][C:34]([NH:37]C4C(C(NC5C=CC(F)=CC=5F)=O)=CN=CC=4)=[CH:33][C:32]=3[F:55])=[C:24]2C=C1.O.C1(C)C(S(O)(=O)=O)=CC=CC=1.C[N:69]1[C:73](=[O:74])CCC1, predict the reaction product. (3) Given the reactants [Cl:1][C:2]1[N:6]([C:7]2[CH:12]=[CH:11][C:10](B3OC(C)(C)C(C)(C)O3)=[CH:9][CH:8]=2)[C:5]([C:22]([O:24][CH2:25][CH3:26])=[O:23])=[C:4]([NH:27][C:28](=[O:32])[CH2:29][C:30]#[N:31])[CH:3]=1.Br[C:34]1[CH:35]=[C:36]([C:39]#[N:40])[S:37][CH:38]=1.C([O-])([O-])=O.[Na+].[Na+], predict the reaction product. The product is: [Cl:1][C:2]1[N:6]([C:7]2[CH:8]=[CH:9][C:10]([C:34]3[CH:35]=[C:36]([C:39]#[N:40])[S:37][CH:38]=3)=[CH:11][CH:12]=2)[C:5]([C:22]([O:24][CH2:25][CH3:26])=[O:23])=[C:4]([NH:27][C:28](=[O:32])[CH2:29][C:30]#[N:31])[CH:3]=1.